The task is: Predict which catalyst facilitates the given reaction.. This data is from Catalyst prediction with 721,799 reactions and 888 catalyst types from USPTO. (1) Reactant: C[O:2][C:3]([C:5]1[S:6][C:7]([C:23]#[C:24][C:25]([CH3:28])([CH3:27])[CH3:26])=[CH:8][C:9]=1[N:10]([CH:20]([CH3:22])[CH3:21])[C:11]([C@H:13]1[CH2:18][CH2:17][C@H:16]([CH3:19])[CH2:15][CH2:14]1)=[O:12])=[O:4].C1COCC1.CO.O.[OH-].[Li+]. Product: [CH3:27][C:25]([CH3:26])([CH3:28])[C:24]#[C:23][C:7]1[S:6][C:5]([C:3]([OH:4])=[O:2])=[C:9]([N:10]([CH:20]([CH3:21])[CH3:22])[C:11]([C@H:13]2[CH2:18][CH2:17][C@H:16]([CH3:19])[CH2:15][CH2:14]2)=[O:12])[CH:8]=1. The catalyst class is: 6. (2) Product: [ClH:23].[NH2:1][C:2]1[C:11]2[C:6](=[CH:7][CH:8]=[CH:9][C:10]=2[O:12][CH:13]2[CH2:18][CH2:17][CH2:16][CH2:15][CH2:14]2)[N:5]=[C:4]([CH3:19])[C:3]=1[C:20]([OH:22])=[O:21]. The catalyst class is: 8. Reactant: [NH2:1][C:2]1[C:11]2[C:6](=[CH:7][CH:8]=[CH:9][C:10]=2[O:12][CH:13]2[CH2:18][CH2:17][CH2:16][CH2:15][CH2:14]2)[N:5]=[C:4]([CH3:19])[C:3]=1[C:20]([OH:22])=[O:21].[ClH:23].